This data is from Peptide-MHC class I binding affinity with 185,985 pairs from IEDB/IMGT. The task is: Regression. Given a peptide amino acid sequence and an MHC pseudo amino acid sequence, predict their binding affinity value. This is MHC class I binding data. (1) The peptide sequence is FSDLANSHQ. The MHC is H-2-Db with pseudo-sequence H-2-Db. The binding affinity (normalized) is 0. (2) The peptide sequence is KIGEVIGPK. The MHC is HLA-B58:01 with pseudo-sequence HLA-B58:01. The binding affinity (normalized) is 0.0847. (3) The peptide sequence is YTPKYPNL. The MHC is H-2-Db with pseudo-sequence H-2-Db. The binding affinity (normalized) is 0. (4) The peptide sequence is KAAVDLSHFL. The MHC is HLA-A11:01 with pseudo-sequence HLA-A11:01. The binding affinity (normalized) is 0. (5) The binding affinity (normalized) is 0.837. The MHC is HLA-B15:01 with pseudo-sequence HLA-B15:01. The peptide sequence is RQMEGEGIF.